From a dataset of Forward reaction prediction with 1.9M reactions from USPTO patents (1976-2016). Predict the product of the given reaction. (1) Given the reactants [CH3:1][O:2][S:3]([C:5]1[CH:6]=[C:7]([C:11]2[CH:16]=[CH:15][C:14]([N+:17]([O-])=O)=[CH:13][C:12]=2[CH3:20])[CH:8]=[CH:9][CH:10]=1)=[O:4].[C:21](O[C:21]([O:23][C:24]([CH3:27])([CH3:26])[CH3:25])=[O:22])([O:23][C:24]([CH3:27])([CH3:26])[CH3:25])=[O:22], predict the reaction product. The product is: [CH3:1][O:2][S:3]([C:5]1[CH:6]=[C:7]([C:11]2[CH:16]=[CH:15][C:14]([NH:17][C:21]([O:23][C:24]([CH3:27])([CH3:26])[CH3:25])=[O:22])=[CH:13][C:12]=2[CH3:20])[CH:8]=[CH:9][CH:10]=1)=[O:4]. (2) Given the reactants [F:1][C:2]1[CH:15]=[CH:14][C:5]([O:6][C:7]2[CH:13]=[CH:12][CH:11]=[CH:10][C:8]=2[NH2:9])=[C:4]([O:16][CH3:17])[CH:3]=1.Cl[C:19]([C:21]1[CH:30]=[CH:29][C:24]([C:25]([O:27][CH3:28])=[O:26])=[CH:23][CH:22]=1)=[O:20].N1C=CC=CC=1, predict the reaction product. The product is: [F:1][C:2]1[CH:15]=[CH:14][C:5]([O:6][C:7]2[CH:13]=[CH:12][CH:11]=[CH:10][C:8]=2[NH:9][C:19]([C:21]2[CH:30]=[CH:29][C:24]([C:25]([O:27][CH3:28])=[O:26])=[CH:23][CH:22]=2)=[O:20])=[C:4]([O:16][CH3:17])[CH:3]=1. (3) Given the reactants [C:1]([C:3]1[C:11]2[C:6](=[N:7][CH:8]=[CH:9][C:10]=2[O:12][C:13]2[CH:18]=[CH:17][C:16]([NH:19]C(=O)C)=[CH:15][C:14]=2[F:23])[N:5](S(C2C=CC(C)=CC=2)(=O)=O)[CH:4]=1)#[N:2].[OH-].[Na+], predict the reaction product. The product is: [NH2:19][C:16]1[CH:17]=[CH:18][C:13]([O:12][C:10]2[CH:9]=[CH:8][N:7]=[C:6]3[NH:5][CH:4]=[C:3]([C:1]#[N:2])[C:11]=23)=[C:14]([F:23])[CH:15]=1. (4) Given the reactants C(O[C:6](=[O:21])[N:7]([CH2:13][C:14]1[CH:19]=[CH:18][C:17]([Cl:20])=[CH:16][CH:15]=1)[N:8]1[CH:12]=[CH:11][CH:10]=[CH:9]1)(C)(C)C.[CH2:22]([O:24][C:25](=[O:37])[CH:26](C(OCC)=O)[C:27](OCC)=[O:28])[CH3:23], predict the reaction product. The product is: [CH2:22]([O:24][C:25]([C:26]1[C:6](=[O:21])[N:7]([CH2:13][C:14]2[CH:15]=[CH:16][C:17]([Cl:20])=[CH:18][CH:19]=2)[N:8]2[CH:9]=[CH:10][CH:11]=[C:12]2[C:27]=1[OH:28])=[O:37])[CH3:23]. (5) Given the reactants [H-].[Na+].[CH2:3]([OH:10])[C:4]1[CH:9]=[CH:8][CH:7]=[CH:6][CH:5]=1.Cl[C:12]1[N:13]=[N:14][C:15]([C:18]2[CH:23]=[CH:22][C:21]([O:24][CH2:25][CH2:26][CH2:27][N:28]3[CH2:33][CH2:32][CH2:31][CH2:30][CH2:29]3)=[CH:20][CH:19]=2)=[CH:16][CH:17]=1, predict the reaction product. The product is: [CH2:3]([O:10][C:12]1[N:13]=[N:14][C:15]([C:18]2[CH:19]=[CH:20][C:21]([O:24][CH2:25][CH2:26][CH2:27][N:28]3[CH2:33][CH2:32][CH2:31][CH2:30][CH2:29]3)=[CH:22][CH:23]=2)=[CH:16][CH:17]=1)[C:4]1[CH:9]=[CH:8][CH:7]=[CH:6][CH:5]=1. (6) Given the reactants [CH3:1][O:2][C:3]1[CH:8]=[CH:7][C:6]([O:9][CH3:10])=[CH:5][C:4]=1[NH:11][C:12]([CH:14]1[CH2:19][CH2:18][CH2:17][CH2:16][CH2:15]1)=O.COC1C=CC(P2(SP(C3C=CC(OC)=CC=3)(=S)S2)=[S:29])=CC=1.O, predict the reaction product. The product is: [CH3:1][O:2][C:3]1[CH:8]=[CH:7][C:6]([O:9][CH3:10])=[CH:5][C:4]=1[NH:11][C:12]([CH:14]1[CH2:19][CH2:18][CH2:17][CH2:16][CH2:15]1)=[S:29]. (7) Given the reactants C(OC([NH:11][CH2:12][CH2:13][CH2:14][C@H:15]([NH:71]C(=O)OCC1C=CC=CC=1)[C:16]([NH:18][CH2:19][CH:20]([OH:70])[CH2:21][NH:22][C:23]([C@H:25]1[N:43]([CH3:44])[C:42](=[O:45])[C@H:41]([CH2:46][C@@H:47]([OH:57])[CH2:48][NH:49][C:50]([O:52][C:53]([CH3:56])([CH3:55])[CH3:54])=[O:51])[NH:40][C:39](=[O:58])[C@@H:38]([NH:59][C:60]([O:62][C:63]([CH3:66])([CH3:65])[CH3:64])=[O:61])[CH2:37][C:36]2[CH:67]=[C:32]([CH:33]=[CH:34][C:35]=2[OH:68])[C:31]2=[CH:69][C:27](=[CH:28][CH:29]=[CH:30]2)[CH2:26]1)=[O:24])=[O:17])=O)C1C=CC=CC=1.[H][H], predict the reaction product. The product is: [C:63]([O:62][C:60]([NH:59][C@H:38]1[CH2:37][C:36]2[CH:67]=[C:32]([CH:33]=[CH:34][C:35]=2[OH:68])[C:31]2=[CH:69][C:27](=[CH:28][CH:29]=[CH:30]2)[CH2:26][C@@H:25]([C:23]([NH:22][CH2:21][CH:20]([OH:70])[CH2:19][NH:18][C:16](=[O:17])[C@H:15]([CH2:14][CH2:13][CH2:12][NH2:11])[NH2:71])=[O:24])[N:43]([CH3:44])[C:42](=[O:45])[C@H:41]([CH2:46][C@@H:47]([OH:57])[CH2:48][NH:49][C:50](=[O:51])[O:52][C:53]([CH3:56])([CH3:55])[CH3:54])[NH:40][C:39]1=[O:58])=[O:61])([CH3:66])([CH3:64])[CH3:65]. (8) Given the reactants [CH:1]1([CH2:4]Br)[CH2:3][CH2:2]1.[Cl:6][C:7]1[C:12]([C:13]2[C:18]([F:19])=[CH:17][C:16]([F:20])=[CH:15][C:14]=2[F:21])=[C:11]([NH:22][O:23][CH3:24])[N:10]=[C:9]([S:25][CH3:26])[N:8]=1.[H-].[Na+].O, predict the reaction product. The product is: [Cl:6][C:7]1[C:12]([C:13]2[C:14]([F:21])=[CH:15][C:16]([F:20])=[CH:17][C:18]=2[F:19])=[C:11]([N:22]([CH2:4][CH:1]2[CH2:3][CH2:2]2)[O:23][CH3:24])[N:10]=[C:9]([S:25][CH3:26])[N:8]=1.